From a dataset of Reaction yield outcomes from USPTO patents with 853,638 reactions. Predict the reaction yield, written as a fraction of the theoretical maximum amount of product (1.0 means a 100% yield; for example, 0.34 means a 34% yield). The reactants are [CH2:1]([O:8][CH2:9][C@@:10]12[CH:19]([OH:20])[O:18][C@H:17]([C@H:21]3[CH2:25][O:24]C(C)(C)[O:22]3)[C@@H:11]1[O:12]C(C)(C)[O:14]2)[C:2]1[CH:7]=[CH:6][CH:5]=[CH:4][CH:3]=1.C(O)(C(F)(F)F)=O. The catalyst is O1CCOCC1.O. The product is [CH2:1]([O:8][CH2:9][C@:10]1([OH:14])[C@@H:25]([OH:24])[C@H:21]([OH:22])[C@@H:17]([CH2:11][OH:12])[O:18][CH:19]1[OH:20])[C:2]1[CH:3]=[CH:4][CH:5]=[CH:6][CH:7]=1. The yield is 0.988.